This data is from Forward reaction prediction with 1.9M reactions from USPTO patents (1976-2016). The task is: Predict the product of the given reaction. (1) Given the reactants [C:1]1([C:7]2[N:11]3[CH2:12][CH2:13][N:14]([C:16]([O:18][C:19]([CH3:22])([CH3:21])[CH3:20])=[O:17])[CH2:15][C:10]3=[C:9]([C:23]([O:25]C)=[O:24])[N:8]=2)[CH:6]=[CH:5][CH:4]=[CH:3][CH:2]=1.[Li+].[OH-].C(O)C, predict the reaction product. The product is: [C:19]([O:18][C:16]([N:14]1[CH2:13][CH2:12][N:11]2[C:7]([C:1]3[CH:6]=[CH:5][CH:4]=[CH:3][CH:2]=3)=[N:8][C:9]([C:23]([OH:25])=[O:24])=[C:10]2[CH2:15]1)=[O:17])([CH3:22])([CH3:20])[CH3:21]. (2) Given the reactants [C:1]([O:5][NH:6][C:7]([C:9]1[CH:14]=[C:13](Br)[CH:12]=[CH:11][N:10]=1)=[O:8])([CH3:4])([CH3:3])[CH3:2].[CH2:16]([NH2:23])[C:17]1[CH:22]=[CH:21][CH:20]=[CH:19][CH:18]=1, predict the reaction product. The product is: [C:1]([O:5][NH:6][C:7]([C:9]1[CH:14]=[C:13]([NH:23][CH2:16][C:17]2[CH:22]=[CH:21][CH:20]=[CH:19][CH:18]=2)[CH:12]=[CH:11][N:10]=1)=[O:8])([CH3:4])([CH3:3])[CH3:2]. (3) Given the reactants [F:1][C:2]1[CH:3]=[C:4]([NH:8][C:9]2[N:17]=[CH:16][CH:15]=[CH:14][C:10]=2[C:11]([OH:13])=O)[CH:5]=[CH:6][CH:7]=1.CCN=C=NCCCN(C)C.C1C=CC2N(O)N=NC=2C=1.CCN(C(C)C)C(C)C.[CH3:48][C:49]([NH2:53])([C:51]#[CH:52])[CH3:50], predict the reaction product. The product is: [F:1][C:2]1[CH:3]=[C:4]([NH:8][C:9]2[N:17]=[CH:16][CH:15]=[CH:14][C:10]=2[C:11]([NH:53][C:49]([CH3:50])([C:51]#[CH:52])[CH3:48])=[O:13])[CH:5]=[CH:6][CH:7]=1.